This data is from Forward reaction prediction with 1.9M reactions from USPTO patents (1976-2016). The task is: Predict the product of the given reaction. (1) The product is: [N+:35]([C:38]1[CH:39]=[C:40]([CH:43]=[CH:44][CH:45]=1)[CH2:41][NH:42][C:14]([C:5]1[CH:6]=[C:7]([C:8]2[CH:9]=[CH:10][CH:11]=[CH:12][CH:13]=2)[C:2]([F:1])=[CH:3][C:4]=1[O:17][CH3:18])=[O:16])([O-:37])=[O:36]. Given the reactants [F:1][C:2]1[C:7]([C:8]2[CH:13]=[CH:12][CH:11]=[CH:10][CH:9]=2)=[CH:6][C:5]([C:14]([OH:16])=O)=[C:4]([O:17][CH3:18])[CH:3]=1.C(Cl)(=O)C(Cl)=O.C(N(C(C)C)CC)(C)C.Cl.[N+:35]([C:38]1[CH:39]=[C:40]([CH:43]=[CH:44][CH:45]=1)[CH2:41][NH2:42])([O-:37])=[O:36], predict the reaction product. (2) Given the reactants [C:1]1([O:11][C:12]2[CH:17]=[CH:16][N+:15]([O-])=[CH:14][CH:13]=2)[C:10]2[C:5](=[CH:6][CH:7]=[CH:8][CH:9]=2)[CH:4]=[CH:3][CH:2]=1.P(Cl)(Cl)([Cl:21])=O, predict the reaction product. The product is: [Cl:21][C:16]1[CH:17]=[C:12]([O:11][C:1]2[C:10]3[C:5](=[CH:6][CH:7]=[CH:8][CH:9]=3)[CH:4]=[CH:3][CH:2]=2)[CH:13]=[CH:14][N:15]=1. (3) Given the reactants [CH3:1][S:2]([C:5]1[CH:6]=[C:7]2[C:11](=[CH:12][CH:13]=1)[NH:10][CH:9]=[CH:8]2)(=[O:4])=[O:3].[C:14]([O:18][C:19]([N:21]1[CH2:26][CH2:25][CH:24]([NH:27][CH2:28][C:29]2[CH:30]=[N:31][C:32](Cl)=[CH:33][CH:34]=2)[CH2:23][CH2:22]1)=[O:20])([CH3:17])([CH3:16])[CH3:15], predict the reaction product. The product is: [C:14]([O:18][C:19]([N:21]1[CH2:22][CH2:23][CH:24]([NH:27][CH2:28][C:29]2[CH:30]=[N:31][C:32]([N:10]3[C:11]4[C:7](=[CH:6][C:5]([S:2]([CH3:1])(=[O:4])=[O:3])=[CH:13][CH:12]=4)[CH:8]=[CH:9]3)=[CH:33][CH:34]=2)[CH2:25][CH2:26]1)=[O:20])([CH3:17])([CH3:15])[CH3:16]. (4) Given the reactants [CH:1]1([NH:4][C:5]([C@H:7]2[CH2:12][CH2:11][N:10]([C:13]([O:15][C:16]([CH3:19])([CH3:18])[CH3:17])=[O:14])[CH2:9][C@H:8]2[C:20]2[CH:25]=[CH:24][C:23]([F:26])=[CH:22][CH:21]=2)=[O:6])[CH2:3][CH2:2]1.[H-].[Na+].[F:29][C:30]([F:44])([F:43])[C:31]1[CH:32]=[C:33]([CH:36]=[C:37]([C:39]([F:42])([F:41])[F:40])[CH:38]=1)[CH2:34]Br.O, predict the reaction product. The product is: [F:29][C:30]([F:43])([F:44])[C:31]1[CH:32]=[C:33]([CH:36]=[C:37]([C:39]([F:42])([F:40])[F:41])[CH:38]=1)[CH2:34][N:4]([CH:1]1[CH2:3][CH2:2]1)[C:5]([C@H:7]1[CH2:12][CH2:11][N:10]([C:13]([O:15][C:16]([CH3:19])([CH3:17])[CH3:18])=[O:14])[CH2:9][C@H:8]1[C:20]1[CH:25]=[CH:24][C:23]([F:26])=[CH:22][CH:21]=1)=[O:6]. (5) The product is: [Cl:1][C:2]1[CH:27]=[CH:26][C:5]([CH2:6][N:7]2[C:15]3[C:10](=[CH:11][C:12]([CH:16]=[C:17]4[S:21][C:20]([N:40]5[CH2:41][CH2:42][N:37]([C:35](=[O:36])[CH2:34][O:33][CH3:32])[CH2:38][C@H:39]5[CH3:43])=[N:19][C:18]4=[O:25])=[CH:13][CH:14]=3)[CH:9]=[N:8]2)=[C:4]([C:28]([F:31])([F:30])[F:29])[CH:3]=1. Given the reactants [Cl:1][C:2]1[CH:27]=[CH:26][C:5]([CH2:6][N:7]2[C:15]3[C:10](=[CH:11][C:12]([CH:16]=[C:17]4[S:21][C:20](SCC)=[N:19][C:18]4=[O:25])=[CH:13][CH:14]=3)[CH:9]=[N:8]2)=[C:4]([C:28]([F:31])([F:30])[F:29])[CH:3]=1.[CH3:32][O:33][CH2:34][C:35]([N:37]1[CH2:42][CH2:41][NH:40][C@H:39]([CH3:43])[CH2:38]1)=[O:36], predict the reaction product. (6) Given the reactants S(Cl)(Cl)=O.[F:5][C:6]1[C:14]([O:15][CH3:16])=[C:13]([F:17])[C:12]([F:18])=[CH:11][C:7]=1[C:8]([OH:10])=O.C(OCC)(=O)[CH2:20][C:21]([O:23][CH2:24][CH3:25])=[O:22].[O-]CC.[Mg+2].[O-]CC.S(=O)(=O)(O)O, predict the reaction product. The product is: [F:5][C:6]1[C:14]([O:15][CH3:16])=[C:13]([F:17])[C:12]([F:18])=[CH:11][C:7]=1[C:8]([CH2:20][C:21]([O:23][CH2:24][CH3:25])=[O:22])=[O:10]. (7) Given the reactants [F:1][C:2]1[CH:3]=[C:4](B(O)O)[CH:5]=[CH:6][C:7]=1[O:8][CH3:9].[CH3:13][C:14]1[CH:18]=[CH:17][NH:16][N:15]=1, predict the reaction product. The product is: [F:1][C:2]1[CH:3]=[C:4]([N:16]2[CH:17]=[CH:18][C:14]([CH3:13])=[N:15]2)[CH:5]=[CH:6][C:7]=1[O:8][CH3:9]. (8) Given the reactants [CH3:1][O:2][C:3]1[CH:16]=[CH:15][C:6]([CH2:7][N:8]2[C:12]([OH:13])=[CH:11][C:10]([CH3:14])=[N:9]2)=[CH:5][CH:4]=1.[OH-].[Ca+2].[OH-].[C:20](Cl)(=[O:27])[C:21]1[CH:26]=[CH:25][CH:24]=[CH:23][CH:22]=1.C(OCC)(=O)C.CCCCCC, predict the reaction product. The product is: [OH:13][C:12]1[N:8]([CH2:7][C:6]2[CH:5]=[CH:4][C:3]([O:2][CH3:1])=[CH:16][CH:15]=2)[N:9]=[C:10]([CH3:14])[C:11]=1[C:20]([C:21]1[CH:26]=[CH:25][CH:24]=[CH:23][CH:22]=1)=[O:27]. (9) Given the reactants [C:1]([N:4]1[C:13]2[C:8](=[CH:9][C:10]([C:14]#[N:15])=[CH:11][CH:12]=2)[C@H:7]([NH2:16])[C@@H:6]([CH3:17])[C@@H:5]1[CH:18]1[CH2:20][CH2:19]1)(=[O:3])[CH3:2].Br[C:22]1[N:27]=[C:26]([CH2:28][O:29][Si:30]([C:33]([CH3:36])([CH3:35])[CH3:34])([CH3:32])[CH3:31])[C:25]([Cl:37])=[CH:24][CH:23]=1.CC(C)([O-])C.[Na+].CN(C1C(C2C(P(C3CCCCC3)C3CCCCC3)=CC=CC=2)=CC=CC=1)C, predict the reaction product. The product is: [C:1]([N:4]1[C:13]2[C:8](=[CH:9][C:10]([C:14]#[N:15])=[CH:11][CH:12]=2)[C@H:7]([NH:16][C:22]2[CH:23]=[CH:24][C:25]([Cl:37])=[C:26]([CH2:28][O:29][Si:30]([C:33]([CH3:36])([CH3:35])[CH3:34])([CH3:31])[CH3:32])[N:27]=2)[C@@H:6]([CH3:17])[C@@H:5]1[CH:18]1[CH2:20][CH2:19]1)(=[O:3])[CH3:2]. (10) Given the reactants I[C:2]1[C:3]2[C:8]([C:9]([C:16]3[CH:21]=[CH:20][CH:19]=[CH:18][CH:17]=3)=[C:10]3[C:15]=1[CH:14]=[CH:13][CH:12]=[CH:11]3)=[CH:7][CH:6]=[CH:5][CH:4]=2.[Br:22][C:23]1[CH:28]=[CH:27][C:26]([C:29]2[CH:34]=[CH:33][C:32](B(O)O)=[CH:31][CH:30]=2)=[CH:25][CH:24]=1.C(=O)([O-])[O-].[Na+].[Na+], predict the reaction product. The product is: [Br:22][C:23]1[CH:28]=[CH:27][C:26]([C:29]2[CH:34]=[CH:33][C:32]([C:2]3[C:3]4[C:8]([C:9]([C:16]5[CH:21]=[CH:20][CH:19]=[CH:18][CH:17]=5)=[C:10]5[C:15]=3[CH:14]=[CH:13][CH:12]=[CH:11]5)=[CH:7][CH:6]=[CH:5][CH:4]=4)=[CH:31][CH:30]=2)=[CH:25][CH:24]=1.